The task is: Predict the reaction yield, written as a fraction of the theoretical maximum amount of product (1.0 means a 100% yield; for example, 0.34 means a 34% yield).. This data is from Reaction yield outcomes from USPTO patents with 853,638 reactions. (1) The reactants are P(Cl)(Cl)([Cl:3])=O.CN(C)C=O.S[C:12]1[N:17]([CH3:18])[C:16](=[O:19])[CH:15]=[C:14]([C:20]2[CH:25]=[CH:24][N:23]=[CH:22][CH:21]=2)[N:13]=1. The catalyst is C(OCC)(=O)C. The product is [Cl:3][C:12]1[N:17]([CH3:18])[C:16](=[O:19])[CH:15]=[C:14]([C:20]2[CH:25]=[CH:24][N:23]=[CH:22][CH:21]=2)[N:13]=1. The yield is 0.770. (2) The catalyst is ClCCl. The product is [CH2:22]([N:6]1[CH2:5][C:14](=[O:15])[NH:13][C@@H:8]([CH2:9][CH:10]([CH3:12])[CH3:11])[C:7]1=[O:21])[C:23]1[CH:28]=[CH:27][CH:26]=[CH:25][CH:24]=1. The yield is 0.980. The reactants are C(OC(=O)[CH2:5][N:6]([CH2:22][C:23]1[CH:28]=[CH:27][CH:26]=[CH:25][CH:24]=1)[C:7](=[O:21])[C@@H:8]([NH:13][C:14](OC(C)(C)C)=[O:15])[CH2:9][CH:10]([CH3:12])[CH3:11])C. (3) The reactants are N.[C:2]([O:6][C:7](=[O:30])[N:8]([CH2:19][C:20]1[CH:25]=[CH:24][C:23]([C:26]#[N:27])=[CH:22][C:21]=1[CH2:28][OH:29])[CH:9]1[C:18]2[N:17]=[CH:16][CH:15]=[CH:14][C:13]=2[CH2:12][CH2:11][CH2:10]1)([CH3:5])([CH3:4])[CH3:3].[H][H]. The catalyst is CO.[Ni]. The product is [C:2]([O:6][C:7](=[O:30])[N:8]([CH2:19][C:20]1[CH:25]=[CH:24][C:23]([CH2:26][NH2:27])=[CH:22][C:21]=1[CH2:28][OH:29])[CH:9]1[C:18]2[N:17]=[CH:16][CH:15]=[CH:14][C:13]=2[CH2:12][CH2:11][CH2:10]1)([CH3:5])([CH3:3])[CH3:4]. The yield is 0.550. (4) The reactants are [Br:1][C:2]1[N:7]=[CH:6][C:5]([CH2:8][NH:9][CH2:10][CH2:11][O:12][CH3:13])=[CH:4][CH:3]=1.[CH3:14][C:15](OC(C)=O)=[O:16]. The catalyst is C1COCC1. The product is [Br:1][C:2]1[N:7]=[CH:6][C:5]([CH2:8][N:9]([CH2:10][CH2:11][O:12][CH3:13])[C:15](=[O:16])[CH3:14])=[CH:4][CH:3]=1. The yield is 0.970.